Dataset: Reaction yield outcomes from USPTO patents with 853,638 reactions. Task: Predict the reaction yield, written as a fraction of the theoretical maximum amount of product (1.0 means a 100% yield; for example, 0.34 means a 34% yield). The reactants are [C:1]([C:4]1[N:8]2[N:9]=[CH:10][CH:11]=[CH:12][C:7]2=[C:6]([C:13]([OH:15])=O)[C:5]=1[CH3:16])(=[O:3])[CH3:2].[NH2:17][CH2:18][C:19]1[C:20]([OH:28])=[N:21][C:22]([CH3:27])=[CH:23][C:24]=1[O:25][CH3:26].C(N(CC)CC)C. The catalyst is ClCCl.O. The product is [C:1]([C:4]1[N:8]2[N:9]=[CH:10][CH:11]=[CH:12][C:7]2=[C:6]([C:13]([NH:17][CH2:18][C:19]2[C:20](=[O:28])[NH:21][C:22]([CH3:27])=[CH:23][C:24]=2[O:25][CH3:26])=[O:15])[C:5]=1[CH3:16])(=[O:3])[CH3:2]. The yield is 0.140.